This data is from Reaction yield outcomes from USPTO patents with 853,638 reactions. The task is: Predict the reaction yield, written as a fraction of the theoretical maximum amount of product (1.0 means a 100% yield; for example, 0.34 means a 34% yield). (1) The reactants are [N:1]1([C:7]2[CH:8]=[C:9]([N+:13]([O-])=O)[CH:10]=[CH:11][CH:12]=2)[CH2:6][CH2:5][O:4][CH2:3][CH2:2]1. The catalyst is CO.O1CCCC1.O. The product is [N:1]1([C:7]2[CH:8]=[C:9]([NH2:13])[CH:10]=[CH:11][CH:12]=2)[CH2:2][CH2:3][O:4][CH2:5][CH2:6]1. The yield is 0.830. (2) The reactants are [NH2:1][CH2:2][C@@H:3]1[O:7][C:6](=[O:8])[N:5]([C:9]2[CH:14]=[CH:13][C:12]([N:15]3[CH2:20][CH2:19][CH:18]([N:21]4[N:25]=[N:24][CH:23]=[N:22]4)[CH2:17][CH2:16]3)=[C:11]([F:26])[CH:10]=2)[CH2:4]1.C(N(CC)CC)C.Cl[C:35]([O:37][CH2:38][CH3:39])=[O:36]. The catalyst is ClCCl. The product is [CH2:38]([O:37][C:35](=[O:36])[NH:1][CH2:2][C@@H:3]1[O:7][C:6](=[O:8])[N:5]([C:9]2[CH:14]=[CH:13][C:12]([N:15]3[CH2:20][CH2:19][CH:18]([N:21]4[N:25]=[N:24][CH:23]=[N:22]4)[CH2:17][CH2:16]3)=[C:11]([F:26])[CH:10]=2)[CH2:4]1)[CH3:39]. The yield is 0.700. (3) The reactants are Br[C:2]1[CH:7]=[C:6]([C:8]([CH3:11])([CH3:10])[CH3:9])[C:5]([N+:12]([O-:14])=[O:13])=[CH:4][C:3]=1[NH2:15].CCN(CC)CC.[CH3:23][Si:24]([C:27]#[CH:28])([CH3:26])[CH3:25]. The catalyst is C1(C)C=CC=CC=1.O.Cl[Pd](Cl)([P](C1C=CC=CC=1)(C1C=CC=CC=1)C1C=CC=CC=1)[P](C1C=CC=CC=1)(C1C=CC=CC=1)C1C=CC=CC=1.[Cu]I. The product is [C:8]([C:6]1[C:5]([N+:12]([O-:14])=[O:13])=[CH:4][C:3]([NH:15][C:28]#[C:27][Si:24]([CH3:26])([CH3:25])[CH3:23])=[CH:2][CH:7]=1)([CH3:11])([CH3:10])[CH3:9]. The yield is 0.810. (4) The catalyst is C1COCC1. The yield is 0.300. The reactants are [C:1]([O:5][C:6]([N:8]([CH3:18])[CH2:9][C:10]([N:12]([CH2:14][C:15]([OH:17])=O)[CH3:13])=[O:11])=[O:7])([CH3:4])([CH3:3])[CH3:2].CN(C(F)=[N+](C)C)C.F[P-](F)(F)(F)(F)F.CCN(C(C)C)C(C)C.[N+:43]([C:46]1[CH:54]=[C:53]2[C:49]([CH:50]=[CH:51][NH:52]2)=[CH:48][CH:47]=1)([O-:45])=[O:44]. The product is [C:1]([O:5][C:6](=[O:7])[N:8]([CH3:18])[CH2:9][C:10](=[O:11])[N:12]([CH3:13])[CH2:14][C:15]([N:52]1[C:53]2[C:49](=[CH:48][CH:47]=[C:46]([N+:43]([O-:45])=[O:44])[CH:54]=2)[CH:50]=[CH:51]1)=[O:17])([CH3:2])([CH3:3])[CH3:4]. (5) The reactants are Br[C:2]1[NH:3][C:4]2[C:9]([C:10]=1[CH:11]1[CH2:16][CH2:15][CH2:14][CH2:13][CH2:12]1)=[CH:8][CH:7]=[C:6]([C:17]([O:19][CH3:20])=[O:18])[CH:5]=2.[CH3:21][O:22][CH2:23][O:24][C:25]1[CH:30]=[C:29]([O:31][CH2:32][O:33][CH3:34])[CH:28]=[CH:27][C:26]=1B(O)O.[Cl-].[Li+].C(=O)([O-])[O-].[Na+].[Na+]. The catalyst is COCCOC.O.C1C=CC([P]([Pd]([P](C2C=CC=CC=2)(C2C=CC=CC=2)C2C=CC=CC=2)([P](C2C=CC=CC=2)(C2C=CC=CC=2)C2C=CC=CC=2)[P](C2C=CC=CC=2)(C2C=CC=CC=2)C2C=CC=CC=2)(C2C=CC=CC=2)C2C=CC=CC=2)=CC=1. The product is [CH3:34][O:33][CH2:32][O:31][C:29]1[CH:30]=[C:25]([O:24][CH2:23][O:22][CH3:21])[CH:26]=[CH:27][C:28]=1[C:2]1[NH:3][C:4]2[C:9]([C:10]=1[CH:11]1[CH2:16][CH2:15][CH2:14][CH2:13][CH2:12]1)=[CH:8][CH:7]=[C:6]([C:17]([O:19][CH3:20])=[O:18])[CH:5]=2. The yield is 0.860. (6) The reactants are [CH3:1][N:2]([CH3:34])[C:3]([C:5]1[CH:10]=[CH:9][C:8]([CH:11]2[CH:20]([C:21]3[CH:26]=[CH:25][C:24]([F:27])=[CH:23][CH:22]=3)[C:19](=O)[C:18]3[C:17]([C:29]([O:31]CC)=O)=[CH:16][CH:15]=[CH:14][C:13]=3[NH:12]2)=[CH:7][CH:6]=1)=[O:4].O.[NH2:36][NH2:37]. No catalyst specified. The product is [F:27][C:24]1[CH:25]=[CH:26][C:21]([CH:20]2[C:19]3=[N:36][NH:37][C:29](=[O:31])[C:17]4[CH:16]=[CH:15][CH:14]=[C:13]([C:18]=43)[NH:12][CH:11]2[C:8]2[CH:7]=[CH:6][C:5]([C:3]([N:2]([CH3:34])[CH3:1])=[O:4])=[CH:10][CH:9]=2)=[CH:22][CH:23]=1. The yield is 0.240. (7) The reactants are [Cl:1][C:2]1[CH:7]=[CH:6][N:5]=[C:4]([CH2:8][CH3:9])[C:3]=1[CH2:10][S:11][C:12]1[N:17]=[C:16]([OH:18])[CH:15]=[C:14]([CH3:19])[N:13]=1.Cl.O1CCOCC1. The catalyst is CO. The product is [ClH:1].[Cl:1][C:2]1[CH:7]=[CH:6][N:5]=[C:4]([CH2:8][CH3:9])[C:3]=1[CH2:10][S:11][C:12]1[N:17]=[C:16]([OH:18])[CH:15]=[C:14]([CH3:19])[N:13]=1. The yield is 1.00. (8) The yield is 0.360. The product is [F:29][C:28]([F:31])([F:30])[S:25]([O:14][C:11]1[CH:10]=[CH:9][C:8]2[CH:7]=[CH:6][C:5](=[O:15])[N:4]([CH2:1][CH:2]=[CH2:3])[C:13]=2[N:12]=1)(=[O:27])=[O:26]. The catalyst is CN(C=O)C. The reactants are [CH2:1]([N:4]1[C:13]2[NH:12][C:11](=[O:14])[CH:10]=[CH:9][C:8]=2[CH:7]=[CH:6][C:5]1=[O:15])[CH:2]=[CH2:3].[H-].[Na+].C1C=CC(N([S:25]([C:28]([F:31])([F:30])[F:29])(=[O:27])=[O:26])[S:25]([C:28]([F:31])([F:30])[F:29])(=[O:27])=[O:26])=CC=1.O. (9) The reactants are [NH:1]1[C:9]2[C:4](=[CH:5][CH:6]=[CH:7][C:8]=2[CH:10]=O)[CH:3]=[CH:2]1.[CH3:12][NH:13][CH:14]1[C:23]2[N:22]=[CH:21][CH:20]=[CH:19][C:18]=2[CH2:17][CH2:16][CH2:15]1.C(O[BH-](OC(=O)C)OC(=O)C)(=O)C.[Na+].C(=O)(O)[O-].[Na+]. The catalyst is ClCCCl.C(O)(=O)C. The product is [NH:1]1[C:9]2[C:4](=[CH:5][CH:6]=[CH:7][C:8]=2[CH2:10][N:13]([CH3:12])[CH:14]2[C:23]3[N:22]=[CH:21][CH:20]=[CH:19][C:18]=3[CH2:17][CH2:16][CH2:15]2)[CH:3]=[CH:2]1. The yield is 0.760.